Dataset: Reaction yield outcomes from USPTO patents with 853,638 reactions. Task: Predict the reaction yield, written as a fraction of the theoretical maximum amount of product (1.0 means a 100% yield; for example, 0.34 means a 34% yield). (1) The reactants are [Br:1][C:2]1[CH:10]=[C:9]([O:11]C)[CH:8]=[C:7]2[C:3]=1[CH2:4][NH:5][C:6]2=[O:13].B(Br)(Br)Br. The catalyst is ClCCl. The product is [Br:1][C:2]1[CH:10]=[C:9]([OH:11])[CH:8]=[C:7]2[C:3]=1[CH2:4][NH:5][C:6]2=[O:13]. The yield is 0.970. (2) The reactants are Br[C:2]1[C:3]([C:25]2[CH:30]=[CH:29][N:28]=[CH:27][CH:26]=2)=[C:4]([C:17]2[CH:22]=[CH:21][C:20]([F:23])=[C:19]([F:24])[CH:18]=2)[N:5]([Si](C(C)C)(C(C)C)C(C)C)[CH:6]=1.[CH3:31][C:32]1[CH:33]=[C:34]([C@H:38]2[CH2:46][N:45]3[C@H:40]([CH2:41][C:42](=O)[CH2:43][CH2:44]3)[CH2:39]2)[CH:35]=[CH:36][CH:37]=1.C(OCC)(=O)C.C(N)(C)C. The catalyst is CO. The product is [F:24][C:19]1[CH:18]=[C:17]([C:4]2[NH:5][CH:6]=[C:2]([C:42]3[CH2:43][CH2:44][N:45]4[C@H:40]([CH:41]=3)[CH2:39][C@@H:38]([C:34]3[CH:35]=[CH:36][CH:37]=[C:32]([CH3:31])[CH:33]=3)[CH2:46]4)[C:3]=2[C:25]2[CH:30]=[CH:29][N:28]=[CH:27][CH:26]=2)[CH:22]=[CH:21][C:20]=1[F:23]. The yield is 0.240. (3) The reactants are [CH:1]1([N:6]2[C:15]3[N:14]=[C:13]([NH:16][C:17]4[CH:27]=[CH:26][C:20]([C:21]([O:23]CC)=[O:22])=[CH:19][C:18]=4[O:28][CH3:29])[N:12]=[CH:11][C:10]=3[N:9]([CH3:30])[C:8](=[O:31])[C@H:7]2[CH2:32][CH3:33])[CH2:5][CH2:4][CH2:3][CH2:2]1.[Li+].[OH-]. The catalyst is CO.O. The product is [CH:1]1([N:6]2[C:15]3[N:14]=[C:13]([NH:16][C:17]4[CH:27]=[CH:26][C:20]([C:21]([OH:23])=[O:22])=[CH:19][C:18]=4[O:28][CH3:29])[N:12]=[CH:11][C:10]=3[N:9]([CH3:30])[C:8](=[O:31])[C@H:7]2[CH2:32][CH3:33])[CH2:2][CH2:3][CH2:4][CH2:5]1. The yield is 0.760. (4) The reactants are [C:1]([C:5]1[CH:42]=[CH:41][C:8]([O:9][C:10]2[CH:15]=[CH:14][C:13](/[CH:16]=[CH:17]/[C:18]3[N:19]([CH2:31][C:32]4[CH:37]=[CH:36][C:35]([N+:38]([O-])=O)=[CH:34][CH:33]=4)[CH:20]=[C:21]([C:23]4[CH:28]=[CH:27][C:26]([Cl:29])=[CH:25][C:24]=4[Cl:30])[N:22]=3)=[CH:12][CH:11]=2)=[CH:7][CH:6]=1)([CH3:4])([CH3:3])[CH3:2].Br[CH2:44][C:45]([O:47][CH3:48])=[O:46]. No catalyst specified. The product is [CH3:48][O:47][C:45](=[O:46])[CH2:44][NH:38][C:35]1[CH:34]=[CH:33][C:32]([CH2:31][N:19]2[CH:20]=[C:21]([C:23]3[CH:28]=[CH:27][C:26]([Cl:29])=[CH:25][C:24]=3[Cl:30])[N:22]=[C:18]2/[CH:17]=[CH:16]/[C:13]2[CH:12]=[CH:11][C:10]([O:9][C:8]3[CH:41]=[CH:42][C:5]([C:1]([CH3:2])([CH3:3])[CH3:4])=[CH:6][CH:7]=3)=[CH:15][CH:14]=2)=[CH:37][CH:36]=1. The yield is 0.680. (5) The reactants are [Cl:1][C:2]1[CH:7]=[CH:6][C:5]([CH:8]2[C:12]3[N:13]([CH:21]([CH3:23])[CH3:22])[C:14]([C:16]4[CH2:20][CH2:19][CH2:18][CH:17]=4)=[N:15][C:11]=3[C:10](=[O:24])[N:9]2[C:25]2[CH:30]=[C:29]([CH3:31])[C:28](=[O:32])[N:27]([CH3:33])[CH:26]=2)=[CH:4][CH:3]=1. The catalyst is CO.C1COCC1.O=[Pt]=O. The product is [Cl:1][C:2]1[CH:7]=[CH:6][C:5]([CH:8]2[C:12]3[N:13]([CH:21]([CH3:23])[CH3:22])[C:14]([CH:16]4[CH2:17][CH2:18][CH2:19][CH2:20]4)=[N:15][C:11]=3[C:10](=[O:24])[N:9]2[C:25]2[CH:30]=[C:29]([CH3:31])[C:28](=[O:32])[N:27]([CH3:33])[CH:26]=2)=[CH:4][CH:3]=1. The yield is 0.408.